Dataset: Forward reaction prediction with 1.9M reactions from USPTO patents (1976-2016). Task: Predict the product of the given reaction. (1) Given the reactants [C:1]1([C:7]([C:19]2[CH:24]=[CH:23][CH:22]=[CH:21][CH:20]=2)([CH3:18])[C:8]([NH:10][CH2:11][CH2:12][C:13]2[S:14][CH:15]=[CH:16][CH:17]=2)=[O:9])[CH:6]=[CH:5][CH:4]=[CH:3][CH:2]=1.[H-].[Na+].I[CH3:28], predict the reaction product. The product is: [CH3:28][N:10]([CH2:11][CH2:12][C:13]1[S:14][CH:15]=[CH:16][CH:17]=1)[C:8](=[O:9])[C:7]([C:1]1[CH:2]=[CH:3][CH:4]=[CH:5][CH:6]=1)([C:19]1[CH:20]=[CH:21][CH:22]=[CH:23][CH:24]=1)[CH3:18]. (2) Given the reactants [H-].[Al+3].[Li+].[H-].[H-].[H-].[CH2:7]([N:9]1[CH2:14][CH:13]2[CH:11]([CH:12]2[C:15]2[CH:20]=[CH:19][CH:18]=[C:17]([F:21])[CH:16]=2)[C:10]1=O)[CH3:8].O, predict the reaction product. The product is: [CH2:7]([N:9]1[CH2:10][CH:11]2[CH:13]([CH:12]2[C:15]2[CH:20]=[CH:19][CH:18]=[C:17]([F:21])[CH:16]=2)[CH2:14]1)[CH3:8]. (3) Given the reactants [C:1]([C:3]1[N:4]=[C:5]([N:8]2[CH2:11][CH:10](OS(C)(=O)=O)[CH2:9]2)[S:6][CH:7]=1)#[N:2].[C:17]([O-:20])(=[S:19])[CH3:18].[K+], predict the reaction product. The product is: [C:17]([S:19][CH:10]1[CH2:9][N:8]([C:5]2[S:6][CH:7]=[C:3]([C:1]#[N:2])[N:4]=2)[CH2:11]1)(=[O:20])[CH3:18].